From a dataset of Full USPTO retrosynthesis dataset with 1.9M reactions from patents (1976-2016). Predict the reactants needed to synthesize the given product. (1) The reactants are: I[C:2]1[C:7]([CH3:8])=[CH:6][N:5]=[C:4]([O:9][CH3:10])[C:3]=1[CH3:11].C(=O)([O-])[O-].[Cs+].[Cs+].[F:18][C:19]1[CH:24]=[C:23](B2OC(C)(C)C(C)(C)O2)[CH:22]=[CH:21][C:20]=1[C:34]1[N:38]([C@H:39]2[CH2:43][CH2:42][O:41][CH2:40]2)[N:37]=[CH:36][C:35]=1[C:44]([O:46][CH2:47][CH3:48])=[O:45].COC1C=C(OC)C=CC=1CN1C2C=C(B(O)O)C=CC=2C2N(C3CCOCC3)N=CC=2C1=O. Given the product [F:18][C:19]1[CH:24]=[C:23]([C:2]2[C:7]([CH3:8])=[CH:6][N:5]=[C:4]([O:9][CH3:10])[C:3]=2[CH3:11])[CH:22]=[CH:21][C:20]=1[C:34]1[N:38]([C@H:39]2[CH2:43][CH2:42][O:41][CH2:40]2)[N:37]=[CH:36][C:35]=1[C:44]([O:46][CH2:47][CH3:48])=[O:45], predict the reactants needed to synthesize it. (2) The reactants are: Cl.[N:2]([CH2:5][C:6]([N:8]1[CH:13]([CH3:14])[CH2:12][N:11]([C:15]2[C:24]([O:25][CH3:26])=[C:23]3[C:18]([C:19](=[O:42])[C:20]([C:30]([NH:32][CH2:33][C:34]4[CH:39]=[CH:38][C:37]([Cl:40])=[CH:36][C:35]=4[Cl:41])=[O:31])=[CH:21][N:22]3[CH:27]3[CH2:29][CH2:28]3)=[CH:17][C:16]=2[F:43])[CH2:10][CH:9]1[CH3:44])=[O:7])=[N+]=[N-].C1(P(C2C=CC=CC=2)C2C=CC=CC=2)C=CC=CC=1. Given the product [ClH:40].[CH:27]1([N:22]2[C:23]3[C:18](=[CH:17][C:16]([F:43])=[C:15]([N:11]4[CH2:10][CH:9]([CH3:44])[N:8]([C:6](=[O:7])[CH2:5][NH2:2])[CH:13]([CH3:14])[CH2:12]4)[C:24]=3[O:25][CH3:26])[C:19](=[O:42])[C:20]([C:30]([NH:32][CH2:33][C:34]3[CH:39]=[CH:38][C:37]([Cl:40])=[CH:36][C:35]=3[Cl:41])=[O:31])=[CH:21]2)[CH2:28][CH2:29]1, predict the reactants needed to synthesize it.